From a dataset of NCI-60 drug combinations with 297,098 pairs across 59 cell lines. Regression. Given two drug SMILES strings and cell line genomic features, predict the synergy score measuring deviation from expected non-interaction effect. (1) Drug 1: CC1=C(C=C(C=C1)NC(=O)C2=CC=C(C=C2)CN3CCN(CC3)C)NC4=NC=CC(=N4)C5=CN=CC=C5. Drug 2: CCC1(C2=C(COC1=O)C(=O)N3CC4=CC5=C(C=CC(=C5CN(C)C)O)N=C4C3=C2)O.Cl. Cell line: CCRF-CEM. Synergy scores: CSS=41.4, Synergy_ZIP=3.26, Synergy_Bliss=1.67, Synergy_Loewe=-27.3, Synergy_HSA=-4.21. (2) Drug 1: CC1=CC2C(CCC3(C2CCC3(C(=O)C)OC(=O)C)C)C4(C1=CC(=O)CC4)C. Drug 2: CCN(CC)CCCC(C)NC1=C2C=C(C=CC2=NC3=C1C=CC(=C3)Cl)OC. Cell line: SK-MEL-28. Synergy scores: CSS=18.5, Synergy_ZIP=8.10, Synergy_Bliss=13.4, Synergy_Loewe=3.43, Synergy_HSA=9.38. (3) Drug 1: CC1=C(C=C(C=C1)NC2=NC=CC(=N2)N(C)C3=CC4=NN(C(=C4C=C3)C)C)S(=O)(=O)N.Cl. Drug 2: CC1=C2C(C(=O)C3(C(CC4C(C3C(C(C2(C)C)(CC1OC(=O)C(C(C5=CC=CC=C5)NC(=O)OC(C)(C)C)O)O)OC(=O)C6=CC=CC=C6)(CO4)OC(=O)C)O)C)O. Cell line: UACC62. Synergy scores: CSS=26.6, Synergy_ZIP=2.05, Synergy_Bliss=2.00, Synergy_Loewe=-36.5, Synergy_HSA=0.962. (4) Drug 1: C1=CN(C(=O)N=C1N)C2C(C(C(O2)CO)O)O.Cl. Drug 2: C1=CC=C(C(=C1)C(C2=CC=C(C=C2)Cl)C(Cl)Cl)Cl. Cell line: K-562. Synergy scores: CSS=41.5, Synergy_ZIP=1.64, Synergy_Bliss=2.11, Synergy_Loewe=-19.6, Synergy_HSA=0.108.